Predict the product of the given reaction. From a dataset of Forward reaction prediction with 1.9M reactions from USPTO patents (1976-2016). (1) Given the reactants Br[C:2]1[CH:3]=[CH:4][C:5]2[CH2:11][CH2:10][NH:9][CH2:8][CH:7]([CH3:12])[C:6]=2[CH:13]=1.IC1C=CC2CCNCC(C)C=2C=1.FC(F)(F)C1C=CC2CCNCC(C)C=2C=1.FC(F)(F)C1C=CC2CCNCC(CC)C=2C=1.[Cl:60]C1C=CC2CCNCC(CC)C=2C=1.BrC1C=CC2CCNCC(CC)C=2C=1.IC1C=CC2CCNCC(CC)C=2C=1.ClC1C(Cl)=CC2C(C)CNCCC=2C=1.ClC1C(F)=CC2CCNCC(C)C=2C=1.ClC1C(F)=CC2CCNCC(CC)C=2C=1, predict the reaction product. The product is: [Cl:60][C:2]1[CH:3]=[CH:4][C:5]2[CH2:11][CH2:10][NH:9][CH2:8][CH:7]([CH3:12])[C:6]=2[CH:13]=1. (2) Given the reactants [F:1][C:2]1[CH:22]=[CH:21][CH:20]=[C:19]([F:23])[C:3]=1[CH2:4][O:5][C:6]1[C:7]2[N:8]([C:12](C(O)=O)=[C:13]([CH3:15])[N:14]=2)[CH:9]=[CH:10][CH:11]=1.ClCCl.[C:27](Cl)(=[O:31])[C:28](Cl)=[O:29].[CH3:33][N:34]([CH:36]=[O:37])C, predict the reaction product. The product is: [F:1][C:2]1[CH:22]=[CH:21][CH:20]=[C:19]([F:23])[C:3]=1[CH2:4][O:5][C:6]1[C:7]2[N:8]([C:12]([C:36]([NH:34][CH2:33][C:2]3[CH:22]=[CH:21][CH:20]=[CH:19][C:3]=3[CH:28]3[CH2:27][O:31][C:6]([CH3:7])([CH3:11])[O:29]3)=[O:37])=[C:13]([CH3:15])[N:14]=2)[CH:9]=[CH:10][CH:11]=1. (3) Given the reactants C[Si](C)(C)[O:3][C:4]1[CH2:9][CH2:8][N:7]([C:10]([O:12][C:13]([CH3:16])([CH3:15])[CH3:14])=[O:11])[CH2:6][CH:5]=1.[B-](F)(F)(F)[F:20].[B-](F)(F)(F)F.C1[N+]2(CCl)CC[N+](F)(CC2)C1, predict the reaction product. The product is: [F:20][CH:9]1[C:4](=[O:3])[CH2:5][CH2:6][N:7]([C:10]([O:12][C:13]([CH3:16])([CH3:15])[CH3:14])=[O:11])[CH2:8]1.